From a dataset of Drug half-life prediction data from Obach et al.. Regression/Classification. Given a drug SMILES string, predict its absorption, distribution, metabolism, or excretion properties. Task type varies by dataset: regression for continuous measurements (e.g., permeability, clearance, half-life) or binary classification for categorical outcomes (e.g., BBB penetration, CYP inhibition). For this dataset (half_life_obach), we predict log10(half-life) (log10 of half-life in hours). (1) The molecule is O=C1CCc2ccc(OCCCCN3CCN(c4cccc(Cl)c4Cl)CC3)cc2N1. The log10(half-life) is 1.88. (2) The compound is C=CC1=C(C(=O)O)N2C(=O)[C@@H](NC(=O)/C(=N\OCC(=O)O)c3csc(N)n3)[C@H]2SC1. The log10(half-life) is 0.510.